From a dataset of Reaction yield outcomes from USPTO patents with 853,638 reactions. Predict the reaction yield, written as a fraction of the theoretical maximum amount of product (1.0 means a 100% yield; for example, 0.34 means a 34% yield). (1) The reactants are [Cl:1][C:2]1[N:3]=[C:4]2[CH:12]=[C:11]([Cl:13])[CH:10]=[N:9][C:5]2=[N:6][C:7]=1Cl.[N:14]1([C:21]([O:23][C:24]([CH3:27])([CH3:26])[CH3:25])=[O:22])[CH2:20][CH2:19][CH2:18][NH:17][CH2:16][CH2:15]1. The catalyst is C(Cl)Cl. The product is [Cl:1][C:2]1[N:3]=[C:4]2[CH:12]=[C:11]([Cl:13])[CH:10]=[N:9][C:5]2=[N:6][C:7]=1[N:17]1[CH2:18][CH2:19][CH2:20][N:14]([C:21]([O:23][C:24]([CH3:27])([CH3:26])[CH3:25])=[O:22])[CH2:15][CH2:16]1. The yield is 0.710. (2) The reactants are O.C1(C)C(S(O)(=O)=O)=CC=CC=1.[CH:13]1([CH2:19][C@H:20]([NH:32][CH2:33]C(=O)NC(C)(C)C)[CH2:21][NH:22][C:23](=[O:31])[O:24][CH2:25][CH2:26][Si:27]([CH3:30])([CH3:29])[CH3:28])[CH2:18][CH2:17][CH2:16][CH2:15][CH2:14]1. The catalyst is C(O)C.CCOCC. The product is [CH:13]1([CH2:19][C@H:20]([NH:32][CH3:33])[CH2:21][NH:22][C:23](=[O:31])[O:24][CH2:25][CH2:26][Si:27]([CH3:29])([CH3:28])[CH3:30])[CH2:14][CH2:15][CH2:16][CH2:17][CH2:18]1. The yield is 0.940.